Dataset: Forward reaction prediction with 1.9M reactions from USPTO patents (1976-2016). Task: Predict the product of the given reaction. (1) Given the reactants [CH2:1]([O:3][C:4]1[CH:16]=[CH:15][C:7]2[C:8]([CH3:14])=[C:9]([C:11]([OH:13])=O)[O:10][C:6]=2[C:5]=1[O:17][CH2:18][CH3:19])[CH3:2].[C:20]([O:24][C:25]([N:27]1[CH2:32][CH2:31][N:30]([C:33]2[CH:38]=[CH:37][C:36]([NH2:39])=[CH:35][CH:34]=2)[CH2:29][CH2:28]1)=[O:26])([CH3:23])([CH3:22])[CH3:21], predict the reaction product. The product is: [C:20]([O:24][C:25]([N:27]1[CH2:32][CH2:31][N:30]([C:33]2[CH:34]=[CH:35][C:36]([NH:39][C:11]([C:9]3[O:10][C:6]4[C:5]([O:17][CH2:18][CH3:19])=[C:4]([O:3][CH2:1][CH3:2])[CH:16]=[CH:15][C:7]=4[C:8]=3[CH3:14])=[O:13])=[CH:37][CH:38]=2)[CH2:29][CH2:28]1)=[O:26])([CH3:23])([CH3:21])[CH3:22]. (2) Given the reactants O[C:2]([C:22]1[CH:27]=[CH:26][CH:25]=[CH:24][CH:23]=1)([CH3:21])[CH2:3][CH2:4][N:5]([C@H:13]([C:15]1[CH:20]=[CH:19][CH:18]=[CH:17][CH:16]=1)[CH3:14])[C:6](=[O:12])[O:7]CCCC.[H-].[Na+], predict the reaction product. The product is: [CH3:21][C:2]1([C:22]2[CH:23]=[CH:24][CH:25]=[CH:26][CH:27]=2)[O:7][C:6](=[O:12])[N:5]([C@H:13]([C:15]2[CH:16]=[CH:17][CH:18]=[CH:19][CH:20]=2)[CH3:14])[CH2:4][CH2:3]1. (3) Given the reactants [PH2](O)=O.[CH2:4]([O:11][C:12]1[CH:20]=[C:19]2[C:15]([C:16](N)=[N:17][N:18]2[CH2:21][C@H:22]([OH:24])[CH3:23])=[CH:14][CH:13]=1)[C:5]1[CH:10]=[CH:9][CH:8]=[CH:7][CH:6]=1.N(OCC(C)C)=O, predict the reaction product. The product is: [CH2:4]([O:11][C:12]1[CH:20]=[C:19]2[C:15]([CH:16]=[N:17][N:18]2[CH2:21][C@H:22]([OH:24])[CH3:23])=[CH:14][CH:13]=1)[C:5]1[CH:6]=[CH:7][CH:8]=[CH:9][CH:10]=1. (4) Given the reactants [NH2:1][C:2]1[C:3]([CH3:12])=[C:4]([CH:9]=[CH:10][CH:11]=1)[C:5]([O:7][CH3:8])=[O:6].[F:13][C:14]([F:20])([F:19])[CH2:15][C:16](Cl)=[O:17].O, predict the reaction product. The product is: [F:13][C:14]([F:20])([F:19])[CH2:15][C:16]([NH:1][C:2]1[C:3]([CH3:12])=[C:4]([CH:9]=[CH:10][CH:11]=1)[C:5]([O:7][CH3:8])=[O:6])=[O:17]. (5) Given the reactants [CH2:1]([O:8][C:9]1[CH:10]=[C:11]([C:15]2[N:16]=[C:17]([CH:25]3[CH2:28][CH2:27][CH2:26]3)[N:18]3[CH:23]=[CH:22][N:21]=[C:20](Cl)[C:19]=23)[CH:12]=[CH:13][CH:14]=1)[C:2]1[CH:7]=[CH:6][CH:5]=[CH:4][CH:3]=1.[CH:29]([NH2:32])([CH3:31])[CH3:30].CN1C(=[O:39])CCC1, predict the reaction product. The product is: [CH:9]([OH:8])=[O:39].[CH2:1]([O:8][C:9]1[CH:10]=[C:11]([C:15]2[N:16]=[C:17]([CH:25]3[CH2:28][CH2:27][CH2:26]3)[N:18]3[CH:23]=[CH:22][N:21]=[C:20]([NH:32][CH:29]([CH3:31])[CH3:30])[C:19]=23)[CH:12]=[CH:13][CH:14]=1)[C:2]1[CH:7]=[CH:6][CH:5]=[CH:4][CH:3]=1. (6) Given the reactants [I:1][C:2]1[C:19](O)=[N:18][C:5]2[CH2:6][CH2:7][N:8]([C:12](=[O:17])[C:13]([F:16])([F:15])[F:14])[CH2:9][CH:10]([CH3:11])[C:4]=2[CH:3]=1.O=P(Cl)(Cl)[Cl:23], predict the reaction product. The product is: [Cl:23][C:19]1[C:2]([I:1])=[CH:3][C:4]2[CH:10]([CH3:11])[CH2:9][N:8]([C:12](=[O:17])[C:13]([F:16])([F:15])[F:14])[CH2:7][CH2:6][C:5]=2[N:18]=1. (7) Given the reactants Br[C:2]1[CH:3]=[C:4]2[C:9](=[CH:10][CH:11]=1)[N:8]=[CH:7][CH:6]=[C:5]2[S:12][CH2:13][CH3:14].C([Li])CCC.CN(C)[CH:22]=[O:23], predict the reaction product. The product is: [CH2:13]([S:12][C:5]1[C:4]2[C:9](=[CH:10][CH:11]=[C:2]([CH:22]=[O:23])[CH:3]=2)[N:8]=[CH:7][CH:6]=1)[CH3:14].